From a dataset of Catalyst prediction with 721,799 reactions and 888 catalyst types from USPTO. Predict which catalyst facilitates the given reaction. Reactant: C(=O)([O-])[O-].[K+].[K+].[CH2:7]([OH:10])[CH2:8][OH:9].[Cl:11][C:12]1[N:17]=[C:16](S(C)(=O)=O)[CH:15]=[CH:14][N:13]=1. Product: [Cl:11][C:12]1[N:17]=[C:16]([O:9][CH2:8][CH2:7][OH:10])[CH:15]=[CH:14][N:13]=1. The catalyst class is: 31.